This data is from Forward reaction prediction with 1.9M reactions from USPTO patents (1976-2016). The task is: Predict the product of the given reaction. (1) Given the reactants C(O[C:6](=[O:22])[C:7]1[CH:12]=[CH:11][CH:10]=[C:9]([NH:13][CH2:14][C:15]2[CH:20]=[CH:19][C:18]([Cl:21])=[CH:17][CH:16]=2)[CH:8]=1)(C)(C)C.[CH3:23][N:24]1[CH:28]=[CH:27][C:26]([S:29](Cl)(=[O:31])=[O:30])=[N:25]1.[N:33]1C=CC=[CH:35][CH:34]=1.[OH2:39], predict the reaction product. The product is: [Cl:21][C:18]1[CH:17]=[CH:16][C:15]([CH2:14][N:13]([S:29]([C:26]2[CH:27]=[CH:28][N:24]([CH3:23])[N:25]=2)(=[O:31])=[O:30])[C:9]2[CH:8]=[C:7]([CH:12]=[CH:11][CH:10]=2)[C:6]([NH:33][CH2:34][CH2:35][OH:39])=[O:22])=[CH:20][CH:19]=1. (2) Given the reactants [CH:1]([O:4][C:5]1[CH:13]=[CH:12][C:11]([C:14]#[C:15][C:16]2[CH:21]=[CH:20][CH:19]=[CH:18][C:17]=2[O:22][CH3:23])=[CH:10][C:6]=1[C:7]([OH:9])=O)([CH3:3])[CH3:2].Cl.Cl.[NH2:26][CH:27]([CH2:30][C:31]1[C:35]2=[N:36][CH:37]=[CH:38][CH:39]=[C:34]2[NH:33][CH:32]=1)[CH2:28][OH:29].C1C=CC2N(O)N=NC=2C=1.CCN=C=NCCCN(C)C, predict the reaction product. The product is: [OH:29][CH2:28][CH:27]([NH:26][C:7](=[O:9])[C:6]1[CH:10]=[C:11]([C:14]#[C:15][C:16]2[CH:21]=[CH:20][CH:19]=[CH:18][C:17]=2[O:22][CH3:23])[CH:12]=[CH:13][C:5]=1[O:4][CH:1]([CH3:2])[CH3:3])[CH2:30][C:31]1[C:35]2=[N:36][CH:37]=[CH:38][CH:39]=[C:34]2[NH:33][CH:32]=1. (3) The product is: [N:1]1([C:10]2[CH:11]=[C:12]([CH:13]=[CH:14][CH:15]=2)[O:16][C:18]2[CH:30]=[CH:29][C:28]3[C:27]4[C:22](=[CH:23][CH:24]=[CH:25][CH:26]=4)[N:21]([C:31]4[CH:36]=[CH:35][CH:34]=[CH:33][N:32]=4)[C:20]=3[CH:19]=2)[C:9]2[C:4](=[CH:5][CH:6]=[CH:7][CH:8]=2)[CH:3]=[N:2]1. Given the reactants [N:1]1([C:10]2[CH:11]=[C:12]([OH:16])[CH:13]=[CH:14][CH:15]=2)[C:9]2[C:4](=[CH:5][CH:6]=[CH:7][CH:8]=2)[CH:3]=[N:2]1.Br[C:18]1[CH:30]=[CH:29][C:28]2[C:27]3[C:22](=[CH:23][CH:24]=[CH:25][CH:26]=3)[N:21]([C:31]3[CH:36]=[CH:35][CH:34]=[CH:33][N:32]=3)[C:20]=2[CH:19]=1.N1C=CC=CC=1C(O)=O.[O-]P([O-])([O-])=O.[K+].[K+].[K+], predict the reaction product. (4) Given the reactants [O:1]=[C:2]1[CH:7]=[C:6]([C:8](OC)=[O:9])[CH:5]=[CH:4][NH:3]1.[BH4-].[Li+].O1CCCC1.CO.O, predict the reaction product. The product is: [OH:9][CH2:8][C:6]1[CH:5]=[CH:4][NH:3][C:2](=[O:1])[CH:7]=1. (5) Given the reactants [C:1]([O:5][C:6]([NH:8][CH:9]([C:13]([CH3:17])([CH3:16])[CH:14]=[CH2:15])[C:10]([OH:12])=O)=[O:7])([CH3:4])([CH3:3])[CH3:2].[CH2:18]([NH:21][C:22]1[CH:27]=[CH:26][CH:25]=[CH:24][CH:23]=1)[CH:19]=[CH2:20].CCN(C(C)C)C(C)C.CCCP1(OP(CCC)(=O)OP(CCC)(=O)O1)=O, predict the reaction product. The product is: [CH2:18]([N:21]([C:22]1[CH:27]=[CH:26][CH:25]=[CH:24][CH:23]=1)[C:10](=[O:12])[CH:9]([NH:8][C:6](=[O:7])[O:5][C:1]([CH3:2])([CH3:3])[CH3:4])[C:13]([CH3:17])([CH3:16])[CH:14]=[CH2:15])[CH:19]=[CH2:20]. (6) Given the reactants [C:1]([NH:4][C:5]1[S:6][C:7]([C:23]2[CH:28]=[CH:27][C:26]([S:29]([CH3:32])(=[O:31])=[O:30])=[CH:25][CH:24]=2)=[C:8]([C:10]2[CH:15]=[CH:14][C:13](/[CH:16]=[CH:17]/[C:18](OCC)=[O:19])=[CH:12][CH:11]=2)[N:9]=1)(=[O:3])[CH3:2].[BH4-].[Li+].[Cl-].[NH4+].C(Cl)(Cl)Cl, predict the reaction product. The product is: [OH:19][CH2:18][CH2:17][CH2:16][C:13]1[CH:12]=[CH:11][C:10]([C:8]2[N:9]=[C:5]([NH:4][C:1](=[O:3])[CH3:2])[S:6][C:7]=2[C:23]2[CH:28]=[CH:27][C:26]([S:29]([CH3:32])(=[O:31])=[O:30])=[CH:25][CH:24]=2)=[CH:15][CH:14]=1.